From a dataset of Peptide-MHC class I binding affinity with 185,985 pairs from IEDB/IMGT. Regression. Given a peptide amino acid sequence and an MHC pseudo amino acid sequence, predict their binding affinity value. This is MHC class I binding data. The peptide sequence is QVPLRPMTYK. The MHC is HLA-B08:01 with pseudo-sequence HLA-B08:01. The binding affinity (normalized) is 0.